From a dataset of Full USPTO retrosynthesis dataset with 1.9M reactions from patents (1976-2016). Predict the reactants needed to synthesize the given product. Given the product [CH:41]1([NH:40][CH:34]2[CH2:35][CH2:36][CH2:37][CH2:38][CH2:39]2)[CH2:42][CH2:43][CH2:44][CH2:45][CH2:46]1.[CH3:1][N:2]1[C:10]2[C:9](=[O:11])[N:8]([CH2:12][CH2:13][O:14][C:15]3[CH:20]=[CH:19][C:18]([CH2:21][CH:22]([O:26][CH2:27][CH3:28])[C:23]([OH:25])=[O:24])=[CH:17][CH:16]=3)[C:7]([CH2:29][CH3:30])=[N:6][C:5]=2[C:4]([CH2:31][CH2:32][CH3:33])=[N:3]1.[CH3:1][N:2]1[C:10]2[C:9](=[O:11])[N:8]([CH2:12][CH2:13][O:14][C:15]3[CH:20]=[CH:19][C:18]([CH2:21][CH:22]([O:26][CH2:27][CH3:28])[C:23]([OH:25])=[O:24])=[CH:17][CH:16]=3)[C:7]([CH2:29][CH3:30])=[N:6][C:5]=2[C:4]([CH2:31][CH2:32][CH3:33])=[N:3]1, predict the reactants needed to synthesize it. The reactants are: [CH3:1][N:2]1[C:10]2[C:9](=[O:11])[N:8]([CH2:12][CH2:13][O:14][C:15]3[CH:20]=[CH:19][C:18]([CH2:21][CH:22]([O:26][CH2:27][CH3:28])[C:23]([OH:25])=[O:24])=[CH:17][CH:16]=3)[C:7]([CH2:29][CH3:30])=[N:6][C:5]=2[C:4]([CH2:31][CH2:32][CH3:33])=[N:3]1.[CH:34]1([NH:40][CH:41]2[CH2:46][CH2:45][CH2:44][CH2:43][CH2:42]2)[CH2:39][CH2:38][CH2:37][CH2:36][CH2:35]1.